From a dataset of Peptide-MHC class II binding affinity with 134,281 pairs from IEDB. Regression. Given a peptide amino acid sequence and an MHC pseudo amino acid sequence, predict their binding affinity value. This is MHC class II binding data. The peptide sequence is VIIHGLHLYGCSTSV. The MHC is HLA-DPA10201-DPB11401 with pseudo-sequence HLA-DPA10201-DPB11401. The binding affinity (normalized) is 0.106.